From a dataset of NCI-60 drug combinations with 297,098 pairs across 59 cell lines. Regression. Given two drug SMILES strings and cell line genomic features, predict the synergy score measuring deviation from expected non-interaction effect. (1) Drug 1: CC1C(C(CC(O1)OC2CC(OC(C2O)C)OC3=CC4=CC5=C(C(=O)C(C(C5)C(C(=O)C(C(C)O)O)OC)OC6CC(C(C(O6)C)O)OC7CC(C(C(O7)C)O)OC8CC(C(C(O8)C)O)(C)O)C(=C4C(=C3C)O)O)O)O. Drug 2: CCCCC(=O)OCC(=O)C1(CC(C2=C(C1)C(=C3C(=C2O)C(=O)C4=C(C3=O)C=CC=C4OC)O)OC5CC(C(C(O5)C)O)NC(=O)C(F)(F)F)O. Cell line: HT29. Synergy scores: CSS=35.1, Synergy_ZIP=0.346, Synergy_Bliss=-3.20, Synergy_Loewe=-1.75, Synergy_HSA=-1.15. (2) Drug 1: CC1C(C(CC(O1)OC2CC(CC3=C2C(=C4C(=C3O)C(=O)C5=C(C4=O)C(=CC=C5)OC)O)(C(=O)C)O)N)O.Cl. Drug 2: C1C(C(OC1N2C=NC3=C2NC=NCC3O)CO)O. Cell line: IGROV1. Synergy scores: CSS=7.87, Synergy_ZIP=-6.33, Synergy_Bliss=-12.1, Synergy_Loewe=-78.8, Synergy_HSA=-13.0. (3) Drug 2: C1=NNC2=C1C(=O)NC=N2. Synergy scores: CSS=29.7, Synergy_ZIP=-9.20, Synergy_Bliss=-1.12, Synergy_Loewe=-2.34, Synergy_HSA=0.315. Cell line: U251. Drug 1: C1CCC(CC1)NC(=O)N(CCCl)N=O. (4) Drug 1: CCCCCOC(=O)NC1=NC(=O)N(C=C1F)C2C(C(C(O2)C)O)O. Drug 2: C1=NNC2=C1C(=O)NC=N2. Cell line: NCIH23. Synergy scores: CSS=-2.14, Synergy_ZIP=4.39, Synergy_Bliss=5.66, Synergy_Loewe=-7.67, Synergy_HSA=-6.16. (5) Drug 1: C1CNP(=O)(OC1)N(CCCl)CCCl. Drug 2: CS(=O)(=O)CCNCC1=CC=C(O1)C2=CC3=C(C=C2)N=CN=C3NC4=CC(=C(C=C4)OCC5=CC(=CC=C5)F)Cl. Cell line: OVCAR3. Synergy scores: CSS=14.3, Synergy_ZIP=4.99, Synergy_Bliss=6.92, Synergy_Loewe=-7.25, Synergy_HSA=0.862. (6) Drug 1: CCCCC(=O)OCC(=O)C1(CC(C2=C(C1)C(=C3C(=C2O)C(=O)C4=C(C3=O)C=CC=C4OC)O)OC5CC(C(C(O5)C)O)NC(=O)C(F)(F)F)O. Drug 2: C#CCC(CC1=CN=C2C(=N1)C(=NC(=N2)N)N)C3=CC=C(C=C3)C(=O)NC(CCC(=O)O)C(=O)O. Cell line: NCI-H322M. Synergy scores: CSS=7.49, Synergy_ZIP=-2.64, Synergy_Bliss=0.954, Synergy_Loewe=0.612, Synergy_HSA=0.680. (7) Drug 1: CC1=CC2C(CCC3(C2CCC3(C(=O)C)OC(=O)C)C)C4(C1=CC(=O)CC4)C. Drug 2: C1CN(P(=O)(OC1)NCCCl)CCCl. Cell line: K-562. Synergy scores: CSS=5.26, Synergy_ZIP=0.840, Synergy_Bliss=2.79, Synergy_Loewe=0.250, Synergy_HSA=0.397. (8) Drug 1: CC1=C(C(CCC1)(C)C)C=CC(=CC=CC(=CC(=O)O)C)C. Drug 2: C1CN(P(=O)(OC1)NCCCl)CCCl. Cell line: SN12C. Synergy scores: CSS=8.06, Synergy_ZIP=-1.40, Synergy_Bliss=0.395, Synergy_Loewe=-7.70, Synergy_HSA=-1.00. (9) Drug 1: CC12CCC3C(C1CCC2O)C(CC4=C3C=CC(=C4)O)CCCCCCCCCS(=O)CCCC(C(F)(F)F)(F)F. Drug 2: CN(CCCl)CCCl.Cl. Cell line: NCI-H322M. Synergy scores: CSS=0.380, Synergy_ZIP=0.456, Synergy_Bliss=0.386, Synergy_Loewe=-0.438, Synergy_HSA=-1.41.